Predict which catalyst facilitates the given reaction. From a dataset of Catalyst prediction with 721,799 reactions and 888 catalyst types from USPTO. (1) Reactant: [Cl:1][C:2]1[CH:10]=[CH:9][C:8]([C:11]([F:14])([F:13])[F:12])=[CH:7][C:3]=1[C:4]([OH:6])=[O:5].[C:15]([O-])([O-])=O.[Na+].[Na+]. Product: [Cl:1][C:2]1[CH:10]=[CH:9][C:8]([C:11]([F:12])([F:13])[F:14])=[CH:7][C:3]=1[C:4]([O:6][CH3:15])=[O:5]. The catalyst class is: 5. (2) Reactant: [F:1][C:2]([F:18])([F:17])/[C:3](/[CH2:10][C:11]1[CH:16]=[CH:15][CH:14]=[CH:13][CH:12]=1)=[CH:4]/[C:5]([O:7][CH2:8][CH3:9])=[O:6]. Product: [F:1][C:2]([F:17])([F:18])[CH:3]([CH2:10][C:11]1[CH:12]=[CH:13][CH:14]=[CH:15][CH:16]=1)[CH2:4][C:5]([O:7][CH2:8][CH3:9])=[O:6]. The catalyst class is: 45.